Dataset: NCI-60 drug combinations with 297,098 pairs across 59 cell lines. Task: Regression. Given two drug SMILES strings and cell line genomic features, predict the synergy score measuring deviation from expected non-interaction effect. Drug 1: C1=CC=C(C=C1)NC(=O)CCCCCCC(=O)NO. Drug 2: CC(C)NC(=O)C1=CC=C(C=C1)CNNC.Cl. Cell line: RXF 393. Synergy scores: CSS=-0.634, Synergy_ZIP=-1.33, Synergy_Bliss=-2.40, Synergy_Loewe=-4.83, Synergy_HSA=-4.49.